From a dataset of Forward reaction prediction with 1.9M reactions from USPTO patents (1976-2016). Predict the product of the given reaction. (1) Given the reactants C[O:2][C:3](=O)[C:4]1[CH:9]=[CH:8][C:7]([N:10]([CH2:32][C:33]2[CH:38]=[CH:37][CH:36]=[C:35]([C:39]#[N:40])[CH:34]=2)[CH:11]2[CH2:16][CH2:15][N:14]([CH:17]([CH3:31])[CH2:18][CH2:19][NH:20][C:21]([C:23]3[C:28]([Cl:29])=[CH:27][N:26]=[CH:25][C:24]=3[Cl:30])=[O:22])[CH2:13][CH2:12]2)=[CH:6][CH:5]=1.[CH3:42][NH:43][CH3:44], predict the reaction product. The product is: [Cl:29][C:28]1[CH:27]=[N:26][CH:25]=[C:24]([Cl:30])[C:23]=1[C:21]([NH:20][CH2:19][CH2:18][CH:17]([N:14]1[CH2:15][CH2:16][CH:11]([N:10]([CH2:32][C:33]2[CH:38]=[CH:37][CH:36]=[C:35]([C:39]#[N:40])[CH:34]=2)[C:7]2[CH:8]=[CH:9][C:4]([C:3](=[O:2])[N:43]([CH3:44])[CH3:42])=[CH:5][CH:6]=2)[CH2:12][CH2:13]1)[CH3:31])=[O:22]. (2) Given the reactants N([O-])=O.[Na+].N[C:6]1[CH:15]=[C:14]2[C:9]([CH2:10][CH2:11][NH:12][C:13]2=[O:16])=[CH:8][CH:7]=1.[I-:17].[K+].C(OC(=O)C)C, predict the reaction product. The product is: [I:17][C:6]1[CH:15]=[C:14]2[C:9]([CH2:10][CH2:11][NH:12][C:13]2=[O:16])=[CH:8][CH:7]=1. (3) Given the reactants CS(O[C@H:6]1[CH2:11][CH2:10][O:9][C@@H:8]([C:12]2[CH:17]=[CH:16][CH:15]=[CH:14][CH:13]=2)[CH2:7]1)(=O)=O.[N-:18]=[N+:19]=[N-:20].[Na+], predict the reaction product. The product is: [N:18]([C@@H:6]1[CH2:11][CH2:10][O:9][C@@H:8]([C:12]2[CH:17]=[CH:16][CH:15]=[CH:14][CH:13]=2)[CH2:7]1)=[N+:19]=[N-:20]. (4) Given the reactants [NH:1]1[CH2:6][CH2:5][C:4](=[O:7])[CH2:3][CH2:2]1.Cl[CH2:9][CH2:10][CH2:11][CH2:12][CH2:13][OH:14], predict the reaction product. The product is: [OH:14][CH2:13][CH2:12][CH2:11][CH2:10][CH2:9][N:1]1[CH2:6][CH2:5][C:4](=[O:7])[CH2:3][CH2:2]1.